Dataset: Reaction yield outcomes from USPTO patents with 853,638 reactions. Task: Predict the reaction yield, written as a fraction of the theoretical maximum amount of product (1.0 means a 100% yield; for example, 0.34 means a 34% yield). (1) The reactants are [C:1]([C:3]1[CH:8]=[CH:7][CH:6]=[CH:5][CH:4]=1)#[CH:2].[Cl:9][C:10]1[C:15]([NH2:16])=[C:14](Cl)[N:13]=[CH:12][N:11]=1.CCN(C(C)C)C(C)C. The catalyst is COCCOC.C(Cl)Cl.C1C=CC([P]([Pd]([P](C2C=CC=CC=2)(C2C=CC=CC=2)C2C=CC=CC=2)([P](C2C=CC=CC=2)(C2C=CC=CC=2)C2C=CC=CC=2)[P](C2C=CC=CC=2)(C2C=CC=CC=2)C2C=CC=CC=2)(C2C=CC=CC=2)C2C=CC=CC=2)=CC=1.[Cu]I. The product is [Cl:9][C:10]1[C:15]([NH2:16])=[C:14]([C:2]#[C:1][C:3]2[CH:8]=[CH:7][CH:6]=[CH:5][CH:4]=2)[N:13]=[CH:12][N:11]=1. The yield is 0.220. (2) The reactants are Cl.Cl.[NH2:3][C:4]1[C:9]([S:10]([NH2:13])(=[O:12])=[O:11])=[CH:8][C:7]([C:14]2[CH:15]=[CH:16][C:17]3[O:23][CH2:22][CH2:21][NH:20][CH2:19][C:18]=3[CH:24]=2)=[CH:6][N:5]=1.Cl[C:26]1[C:31]([CH:32]([CH3:34])[CH3:33])=[C:30]([CH3:35])[N:29]=[C:28]([NH2:36])[N:27]=1.C(N(C(C)C)CC)(C)C.O. The catalyst is CN1C(=O)CCC1. The product is [NH2:3][C:4]1[C:9]([S:10]([NH2:13])(=[O:11])=[O:12])=[CH:8][C:7]([C:14]2[CH:15]=[CH:16][C:17]3[O:23][CH2:22][CH2:21][N:20]([C:26]4[C:31]([CH:32]([CH3:33])[CH3:34])=[C:30]([CH3:35])[N:29]=[C:28]([NH2:36])[N:27]=4)[CH2:19][C:18]=3[CH:24]=2)=[CH:6][N:5]=1. The yield is 0.190. (3) The catalyst is CN(C)C=O.[Pd].C1(P(C2C=CC=CC=2)C2C=CC=CC=2)C=CC=CC=1.C1(P(C2C=CC=CC=2)C2C=CC=CC=2)C=CC=CC=1.C1(P(C2C=CC=CC=2)C2C=CC=CC=2)C=CC=CC=1.C1(P(C2C=CC=CC=2)C2C=CC=CC=2)C=CC=CC=1. The product is [CH3:1][N:2]1[C:6]([C:30]2[CH:31]=[CH:32][C:27]([C:26]([F:37])([F:36])[F:25])=[CH:28][CH:29]=2)=[CH:5][C:4]([Br:24])=[N:3]1. The reactants are [CH3:1][N:2]1[C:6](OS(C(F)(F)C(F)(F)C(F)(F)C(F)(F)F)(=O)=O)=[CH:5][C:4]([Br:24])=[N:3]1.[F:25][C:26]([F:37])([F:36])[C:27]1[CH:32]=[CH:31][C:30](B(O)O)=[CH:29][CH:28]=1.C(=O)([O-])[O-].[Na+].[Na+].Cl. The yield is 0.560.